This data is from Forward reaction prediction with 1.9M reactions from USPTO patents (1976-2016). The task is: Predict the product of the given reaction. Given the reactants [CH3:1][O:2][C:3]([C:5]1[C@H](C2C=CC(F)=CC=2Cl)[N:7]=[C:8]([C:13]2[S:14][CH:15]=[CH:16][N:17]=2)[NH:9][C:10]=1[CH2:11][Br:12])=[O:4].[F:26][C:27]1[C:28]([CH3:36])=[C:29]([CH:32]=[CH:33][C:34]=1[F:35])[CH:30]=O, predict the reaction product. The product is: [Br:12][CH2:11][C:10]1[NH:9][C:8]([C:13]2[S:14][CH:15]=[CH:16][N:17]=2)=[N:7][C@@H:30]([C:29]2[CH:32]=[CH:33][C:34]([F:35])=[C:27]([F:26])[C:28]=2[CH3:36])[C:5]=1[C:3]([O:2][CH3:1])=[O:4].